Dataset: NCI-60 drug combinations with 297,098 pairs across 59 cell lines. Task: Regression. Given two drug SMILES strings and cell line genomic features, predict the synergy score measuring deviation from expected non-interaction effect. (1) Drug 2: C1=NC2=C(N=C(N=C2N1C3C(C(C(O3)CO)O)F)Cl)N. Drug 1: CC1C(C(CC(O1)OC2CC(OC(C2O)C)OC3=CC4=CC5=C(C(=O)C(C(C5)C(C(=O)C(C(C)O)O)OC)OC6CC(C(C(O6)C)O)OC7CC(C(C(O7)C)O)OC8CC(C(C(O8)C)O)(C)O)C(=C4C(=C3C)O)O)O)O. Cell line: LOX IMVI. Synergy scores: CSS=33.9, Synergy_ZIP=-2.31, Synergy_Bliss=-8.67, Synergy_Loewe=-11.9, Synergy_HSA=-11.8. (2) Drug 1: CC1=C(C=C(C=C1)NC2=NC=CC(=N2)N(C)C3=CC4=NN(C(=C4C=C3)C)C)S(=O)(=O)N.Cl. Drug 2: C1CC(=O)NC(=O)C1N2C(=O)C3=CC=CC=C3C2=O. Cell line: RPMI-8226. Synergy scores: CSS=-1.98, Synergy_ZIP=8.00, Synergy_Bliss=7.19, Synergy_Loewe=0.501, Synergy_HSA=-0.289. (3) Drug 1: C1CN1P(=S)(N2CC2)N3CC3. Drug 2: CC12CCC3C(C1CCC2O)C(CC4=C3C=CC(=C4)O)CCCCCCCCCS(=O)CCCC(C(F)(F)F)(F)F. Cell line: HCC-2998. Synergy scores: CSS=11.0, Synergy_ZIP=-5.06, Synergy_Bliss=-7.20, Synergy_Loewe=-12.1, Synergy_HSA=-7.56. (4) Drug 1: CCC1=CC2CC(C3=C(CN(C2)C1)C4=CC=CC=C4N3)(C5=C(C=C6C(=C5)C78CCN9C7C(C=CC9)(C(C(C8N6C)(C(=O)OC)O)OC(=O)C)CC)OC)C(=O)OC.C(C(C(=O)O)O)(C(=O)O)O. Drug 2: CC1=CC2C(CCC3(C2CCC3(C(=O)C)OC(=O)C)C)C4(C1=CC(=O)CC4)C. Cell line: TK-10. Synergy scores: CSS=23.6, Synergy_ZIP=4.05, Synergy_Bliss=3.57, Synergy_Loewe=-26.0, Synergy_HSA=-0.244.